This data is from Forward reaction prediction with 1.9M reactions from USPTO patents (1976-2016). The task is: Predict the product of the given reaction. (1) The product is: [NH2:1][C:2]1[C:7]([C:8]2[CH:16]=[C:15]3[C:11]([CH:12]=[CH:13][NH:14]3)=[C:10]([NH:25][S:26]([C:29]3[CH:34]=[CH:33][C:32]([OH:35])=[CH:31][CH:30]=3)(=[O:28])=[O:27])[CH:9]=2)=[C:6]([NH:37][C@H:38]([C:40]2[N:45]([C:46]3[CH:51]=[CH:50][CH:49]=[CH:48][CH:47]=3)[C:44](=[O:52])[C:43]3=[C:53]([CH3:56])[CH:54]=[CH:55][N:42]3[N:41]=2)[CH3:39])[N:5]=[CH:4][N:3]=1. Given the reactants [NH2:1][C:2]1[C:7]([C:8]2[CH:16]=[C:15]3[C:11]([CH:12]=[CH:13][N:14]3COCC[Si](C)(C)C)=[C:10]([NH:25][S:26]([C:29]3[CH:34]=[CH:33][C:32]([O:35]C)=[CH:31][CH:30]=3)(=[O:28])=[O:27])[CH:9]=2)=[C:6]([NH:37][C@H:38]([C:40]2[N:45]([C:46]3[CH:51]=[CH:50][CH:49]=[CH:48][CH:47]=3)[C:44](=[O:52])[C:43]3=[C:53]([CH3:56])[CH:54]=[CH:55][N:42]3[N:41]=2)[CH3:39])[N:5]=[CH:4][N:3]=1.B(Br)(Br)Br.CO, predict the reaction product. (2) Given the reactants Br[C:2]1[C:11]2[CH2:10][CH2:9][CH2:8][C@@H:7]([NH:12][C:13](=[O:15])[CH3:14])[C:6]=2[CH:5]=[N:4][CH:3]=1.[F:16][C:17]1[CH:18]=[C:19](B(O)O)[CH:20]=[CH:21][C:22]=1[C:23]([F:26])([F:25])[F:24], predict the reaction product. The product is: [F:16][C:17]1[CH:18]=[C:19]([C:2]2[C:11]3[CH2:10][CH2:9][CH2:8][C@@H:7]([NH:12][C:13](=[O:15])[CH3:14])[C:6]=3[CH:5]=[N:4][CH:3]=2)[CH:20]=[CH:21][C:22]=1[C:23]([F:24])([F:25])[F:26]. (3) Given the reactants [NH:1]1[CH:5]=[C:4]([C:6]2[CH:22]=[CH:21][C:9]3[C:10]4[N:11]=[C:12]([C:18]([OH:20])=O)[S:13][C:14]=4[CH2:15][CH2:16][O:17][C:8]=3[CH:7]=2)[CH:3]=[N:2]1.[C:23]([CH:27]1[CH2:32][CH2:31][NH:30][CH2:29][CH2:28]1)([CH3:26])([CH3:25])[CH3:24], predict the reaction product. The product is: [C:23]([CH:27]1[CH2:32][CH2:31][N:30]([C:18]([C:12]2[S:13][C:14]3[CH2:15][CH2:16][O:17][C:8]4[CH:7]=[C:6]([C:4]5[CH:3]=[N:2][NH:1][CH:5]=5)[CH:22]=[CH:21][C:9]=4[C:10]=3[N:11]=2)=[O:20])[CH2:29][CH2:28]1)([CH3:26])([CH3:25])[CH3:24].